This data is from NCI-60 drug combinations with 297,098 pairs across 59 cell lines. The task is: Regression. Given two drug SMILES strings and cell line genomic features, predict the synergy score measuring deviation from expected non-interaction effect. Drug 1: CCC1(CC2CC(C3=C(CCN(C2)C1)C4=CC=CC=C4N3)(C5=C(C=C6C(=C5)C78CCN9C7C(C=CC9)(C(C(C8N6C=O)(C(=O)OC)O)OC(=O)C)CC)OC)C(=O)OC)O.OS(=O)(=O)O. Drug 2: C1=CC=C(C=C1)NC(=O)CCCCCCC(=O)NO. Cell line: OVCAR3. Synergy scores: CSS=12.1, Synergy_ZIP=4.75, Synergy_Bliss=12.7, Synergy_Loewe=-17.8, Synergy_HSA=-0.464.